From a dataset of Forward reaction prediction with 1.9M reactions from USPTO patents (1976-2016). Predict the product of the given reaction. Given the reactants [C:1]([CH2:3][C:4]1([N:15]2[CH:19]=[C:18]([C:20]3[CH:25]=[CH:24][N:23]=[C:22]4[N:26]([CH2:29][O:30][CH2:31][CH2:32][Si:33]([CH3:36])([CH3:35])[CH3:34])[CH:27]=[CH:28][C:21]=34)[CH:17]=[N:16]2)[CH2:7][N:6](C(OC(C)(C)C)=O)[CH2:5]1)#[N:2].Cl.O1CCOCC1, predict the reaction product. The product is: [CH3:35][Si:33]([CH3:34])([CH3:36])[CH2:32][CH2:31][O:30][CH2:29][N:26]1[C:22]2=[N:23][CH:24]=[CH:25][C:20]([C:18]3[CH:17]=[N:16][N:15]([C:4]4([CH2:3][C:1]#[N:2])[CH2:5][NH:6][CH2:7]4)[CH:19]=3)=[C:21]2[CH:28]=[CH:27]1.